Dataset: Forward reaction prediction with 1.9M reactions from USPTO patents (1976-2016). Task: Predict the product of the given reaction. (1) Given the reactants O=C1C2C(=CC=CC=2)C(=O)[N:3]1[CH2:12][C@H:13]([NH:27][C:28]([C@H:30]1[CH2:32][C@@H:31]1[C:33]1[S:34][CH:35]=[CH:36][CH:37]=1)=[O:29])[C:14]1[CH:19]=[CH:18][C:17]([O:20][CH2:21][C@@H:22]([CH3:25])[CH2:23][CH3:24])=[CH:16][C:15]=1[CH3:26].NN, predict the reaction product. The product is: [NH2:3][CH2:12][C@H:13]([NH:27][C:28]([C@H:30]1[CH2:32][C@@H:31]1[C:33]1[S:34][CH:35]=[CH:36][CH:37]=1)=[O:29])[C:14]1[CH:19]=[CH:18][C:17]([O:20][CH2:21][C@@H:22]([CH3:25])[CH2:23][CH3:24])=[CH:16][C:15]=1[CH3:26]. (2) Given the reactants [Cl:1][C:2]1[C:7]([C:8]2[C:9]([O:16]C)=[N:10][C:11]([O:14]C)=[N:12][CH:13]=2)=[CH:6][CH:5]=[CH:4][N:3]=1, predict the reaction product. The product is: [ClH:1].[Cl:1][C:2]1[C:7]([C:8]2[C:9](=[O:16])[NH:10][C:11](=[O:14])[NH:12][CH:13]=2)=[CH:6][CH:5]=[CH:4][N:3]=1. (3) Given the reactants [CH2:1]([O:8][C:9]1[CH:14]=[CH:13][C:12]([C:15]2[CH:16]=[C:17]([C:31]([OH:33])=O)[C:18]3[C:23]([CH3:24])=[N:22][N:21]([CH:25]4[CH2:30][CH2:29][CH2:28][CH2:27][O:26]4)[C:19]=3[N:20]=2)=[C:11]([F:34])[CH:10]=1)[C:2]1[CH:7]=[CH:6][CH:5]=[CH:4][CH:3]=1.CCN(C(C)C)C(C)C.[C:44]([O:48][C:49]([N:51]1[CH2:56][CH2:55][NH:54][CH:53]([C:57]2[CH:62]=[CH:61][CH:60]=[CH:59][CH:58]=2)[CH2:52]1)=[O:50])([CH3:47])([CH3:46])[CH3:45], predict the reaction product. The product is: [C:44]([O:48][C:49]([N:51]1[CH2:56][CH2:55][N:54]([C:31]([C:17]2[C:18]3[C:23]([CH3:24])=[N:22][N:21]([CH:25]4[CH2:30][CH2:29][CH2:28][CH2:27][O:26]4)[C:19]=3[N:20]=[C:15]([C:12]3[CH:13]=[CH:14][C:9]([O:8][CH2:1][C:2]4[CH:3]=[CH:4][CH:5]=[CH:6][CH:7]=4)=[CH:10][C:11]=3[F:34])[CH:16]=2)=[O:33])[CH:53]([C:57]2[CH:62]=[CH:61][CH:60]=[CH:59][CH:58]=2)[CH2:52]1)=[O:50])([CH3:47])([CH3:45])[CH3:46]. (4) Given the reactants [Cl:1][C:2]1[CH:15]=[CH:14][C:5]([CH2:6][C:7]2([NH2:13])[CH2:12][CH2:11][NH:10][CH2:9][CH2:8]2)=[CH:4][CH:3]=1.Cl[C:17]1[N:25]=[CH:24][N:23]=[C:22]2[C:18]=1[NH:19][C:20](=[O:26])[NH:21]2, predict the reaction product. The product is: [NH2:13][C:7]1([CH2:6][C:5]2[CH:4]=[CH:3][C:2]([Cl:1])=[CH:15][CH:14]=2)[CH2:8][CH2:9][N:10]([C:17]2[N:25]=[CH:24][N:23]=[C:22]3[C:18]=2[NH:19][C:20](=[O:26])[NH:21]3)[CH2:11][CH2:12]1. (5) Given the reactants C[O:2][C:3]1[CH:12]=[CH:11][C:10]2[C:5](=[CH:6][C:7]([O:13][CH3:14])=[CH:8][CH:9]=2)[C:4]=1[CH:15]=[O:16].C(=O)([O-])O.[Na+], predict the reaction product. The product is: [OH:2][C:3]1[CH:12]=[CH:11][C:10]2[C:5](=[CH:6][C:7]([O:13][CH3:14])=[CH:8][CH:9]=2)[C:4]=1[CH:15]=[O:16].